From a dataset of Peptide-MHC class II binding affinity with 134,281 pairs from IEDB. Regression. Given a peptide amino acid sequence and an MHC pseudo amino acid sequence, predict their binding affinity value. This is MHC class II binding data. (1) The peptide sequence is IDLNVLLSAAINFFL. The MHC is DRB5_0101 with pseudo-sequence DRB5_0101. The binding affinity (normalized) is 0.412. (2) The peptide sequence is EVVAATPTSLLISWG. The MHC is DRB1_1302 with pseudo-sequence DRB1_1302. The binding affinity (normalized) is 0.628. (3) The peptide sequence is KKWNSITVMPLLCGIGC. The binding affinity (normalized) is 0.834. The MHC is DRB1_1101 with pseudo-sequence DRB1_1101.